Dataset: Forward reaction prediction with 1.9M reactions from USPTO patents (1976-2016). Task: Predict the product of the given reaction. (1) Given the reactants [CH3:1][NH:2][CH3:3].Cl[C:5]1[N:10]=[C:9]([C:11]2[CH:19]=[CH:18][C:14]([C:15]([OH:17])=[O:16])=[CH:13][CH:12]=2)[CH:8]=[CH:7][N:6]=1, predict the reaction product. The product is: [CH3:1][N:2]([CH3:3])[C:5]1[N:10]=[C:9]([C:11]2[CH:19]=[CH:18][C:14]([C:15]([OH:17])=[O:16])=[CH:13][CH:12]=2)[CH:8]=[CH:7][N:6]=1. (2) The product is: [CH3:1][C:2]1[CH:3]=[CH:4][C:5]([C:8]2[CH:9]=[C:10]([CH:18]=[C:19]([C:21]3[CH2:28][C:24]4([CH2:25][CH2:26][CH2:27]4)[O:23][N:22]=3)[CH:20]=2)[C:11]([OH:13])=[O:12])=[N:6][CH:7]=1. Given the reactants [CH3:1][C:2]1[CH:3]=[CH:4][C:5]([C:8]2[CH:9]=[C:10]([CH:18]=[C:19]([C:21]3[CH2:28][C:24]4([CH2:27][CH2:26][CH2:25]4)[O:23][N:22]=3)[CH:20]=2)[C:11]([O:13]C(C)(C)C)=[O:12])=[N:6][CH:7]=1.Cl, predict the reaction product. (3) Given the reactants [S:1]1[CH:5]=[CH:4][CH:3]=[C:2]1B(O)O.Br[C:10]1[CH:15]=[CH:14][C:13]([CH3:16])=[CH:12][N:11]=1.C([O-])([O-])=O.[Na+].[Na+], predict the reaction product. The product is: [CH3:16][C:13]1[CH:14]=[CH:15][C:10]([C:2]2[S:1][CH:5]=[CH:4][CH:3]=2)=[N:11][CH:12]=1. (4) Given the reactants CS[C:3]1[N:7]=[C:6]([CH2:8][CH:9]2[CH2:14][CH2:13][CH2:12][CH2:11][CH2:10]2)[S:5][N:4]=1.Cl[C:16]1C=C(C=CC=1)C(OO)=O.[S:26]([O-:29])(O)=[O:27].[Na+], predict the reaction product. The product is: [CH3:16][S:26]([C:3]1[N:7]=[C:6]([CH2:8][CH:9]2[CH2:14][CH2:13][CH2:12][CH2:11][CH2:10]2)[S:5][N:4]=1)(=[O:29])=[O:27]. (5) Given the reactants [H-].[Al+3].[Li+].[H-].[H-].[H-].[CH3:7][C:8]1[N:9]=[C:10]([C:18]2[S:19][C:20]([CH3:23])=[CH:21][CH:22]=2)[S:11][C:12]=1[C:13](OCC)=[O:14].O.[OH-].[Na+], predict the reaction product. The product is: [OH:14][CH2:13][C:12]1[S:11][C:10]([C:18]2[S:19][C:20]([CH3:23])=[CH:21][CH:22]=2)=[N:9][C:8]=1[CH3:7].